Dataset: Peptide-MHC class II binding affinity with 134,281 pairs from IEDB. Task: Regression. Given a peptide amino acid sequence and an MHC pseudo amino acid sequence, predict their binding affinity value. This is MHC class II binding data. (1) The peptide sequence is YDKFLANVSTVLTGR. The MHC is DRB1_0405 with pseudo-sequence DRB1_0405. The binding affinity (normalized) is 0.555. (2) The peptide sequence is SQTTANPSAPEGT. The MHC is DRB5_0101 with pseudo-sequence DRB5_0101. The binding affinity (normalized) is 0. (3) The peptide sequence is GGSILKISNKFHTKG. The MHC is HLA-DPA10201-DPB10501 with pseudo-sequence HLA-DPA10201-DPB10501. The binding affinity (normalized) is 0.888. (4) The peptide sequence is TDDNEEPIAPYHFDLSGHAF. The MHC is HLA-DQA10301-DQB10302 with pseudo-sequence HLA-DQA10301-DQB10302. The binding affinity (normalized) is 0.252. (5) The peptide sequence is ASEGAVDIINRWQVV. The MHC is HLA-DQA10501-DQB10301 with pseudo-sequence HLA-DQA10501-DQB10301. The binding affinity (normalized) is 0.487. (6) The peptide sequence is KTLILLETFVRVNPD. The MHC is DRB1_0901 with pseudo-sequence DRB1_0901. The binding affinity (normalized) is 0.333. (7) The MHC is HLA-DPA10103-DPB10201 with pseudo-sequence HLA-DPA10103-DPB10201. The peptide sequence is YEAFVLHFSEALRII. The binding affinity (normalized) is 1.00. (8) The peptide sequence is SLGEAWTGGGSDKAL. The MHC is HLA-DQA10501-DQB10301 with pseudo-sequence HLA-DQA10501-DQB10301. The binding affinity (normalized) is 0.481.